Dataset: Forward reaction prediction with 1.9M reactions from USPTO patents (1976-2016). Task: Predict the product of the given reaction. (1) Given the reactants Cl[C:2]1[N:7]=[C:6]([NH:8][C@@H:9]([C:11]2[CH:16]=[CH:15][CH:14]=[CH:13][CH:12]=2)[CH3:10])[CH:5]=[N:4][CH:3]=1.[C:17]1([C:23]2[N:24]=[CH:25][NH:26][CH:27]=2)[CH:22]=[CH:21][CH:20]=[CH:19][CH:18]=1, predict the reaction product. The product is: [C:11]1([C@H:9]([NH:8][C:6]2[CH:5]=[N:4][CH:3]=[C:2]([N:26]3[CH:27]=[C:23]([C:17]4[CH:22]=[CH:21][CH:20]=[CH:19][CH:18]=4)[N:24]=[CH:25]3)[N:7]=2)[CH3:10])[CH:16]=[CH:15][CH:14]=[CH:13][CH:12]=1. (2) Given the reactants [NH2:1][C:2]1[N:11]=[C:10]([C:12]([N:14]2[CH2:22][C:21]3[C:16](=[CH:17][CH:18]=[CH:19][CH:20]=3)[CH2:15]2)=[O:13])[C:9]2[C:4](=[CH:5][CH:6]=[C:7]([C:23]3[CH:30]=[CH:29][CH:28]=[CH:27][C:24]=3[CH:25]=O)[CH:8]=2)[N:3]=1.[CH2:31]([NH:33][CH2:34][CH2:35][OH:36])[CH3:32].C(O)(=O)C.C(O[BH-](OC(=O)C)OC(=O)C)(=O)C.[Na+], predict the reaction product. The product is: [NH2:1][C:2]1[N:11]=[C:10]([C:12]([N:14]2[CH2:15][C:16]3[C:21](=[CH:20][CH:19]=[CH:18][CH:17]=3)[CH2:22]2)=[O:13])[C:9]2[C:4](=[CH:5][CH:6]=[C:7]([C:23]3[CH:30]=[CH:29][CH:28]=[CH:27][C:24]=3[CH2:25][N:33]([CH2:34][CH2:35][OH:36])[CH2:31][CH3:32])[CH:8]=2)[N:3]=1. (3) The product is: [CH3:9][O:10][C:2]1[CH:7]=[C:6]([NH2:8])[CH:5]=[CH:4][N:3]=1. Given the reactants Cl[C:2]1[CH:7]=[C:6]([NH2:8])[CH:5]=[CH:4][N:3]=1.[CH3:9][OH:10], predict the reaction product.